Dataset: Catalyst prediction with 721,799 reactions and 888 catalyst types from USPTO. Task: Predict which catalyst facilitates the given reaction. (1) Reactant: [CH2:1]([CH:3]([C:6]1[C:7]2[N:8]([C:13]([C:17]3[S:21][C:20]([N:22]([CH3:24])[CH3:23])=[N:19][C:18]=3[Cl:25])=[C:14]([CH3:16])[N:15]=2)[N:9]=[C:10]([CH3:12])[CH:11]=1)[CH2:4][CH3:5])[CH3:2].[CH3:26][S:27]([OH:30])(=[O:29])=[O:28]. Product: [S:27]([OH:30])(=[O:29])(=[O:28])[CH3:26].[CH2:1]([CH:3]([C:6]1[C:7]2[N:8]([C:13]([C:17]3[S:21][C:20]([N:22]([CH3:23])[CH3:24])=[N:19][C:18]=3[Cl:25])=[C:14]([CH3:16])[N:15]=2)[N:9]=[C:10]([CH3:12])[CH:11]=1)[CH2:4][CH3:5])[CH3:2]. The catalyst class is: 413. (2) Reactant: C(N1C=CN=C1)(N1C=CN=C1)=O.[O:13]1[C:17]2[CH:18]=[CH:19][CH:20]=[CH:21][C:16]=2[C:15]([CH2:22][C:23]([OH:25])=O)=[CH:14]1.[NH:26]1[CH2:31][CH2:30][CH:29]([C:32]([O:34][CH2:35][CH3:36])=[O:33])[CH2:28][CH2:27]1. Product: [O:13]1[C:17]2[CH:18]=[CH:19][CH:20]=[CH:21][C:16]=2[C:15]([CH2:22][C:23]([N:26]2[CH2:31][CH2:30][CH:29]([C:32]([O:34][CH2:35][CH3:36])=[O:33])[CH2:28][CH2:27]2)=[O:25])=[CH:14]1. The catalyst class is: 4. (3) Reactant: CO[C:3]([C:5]1[N:6]([CH3:10])[CH:7]=[CH:8][CH:9]=1)=[O:4].[CH3:11][C:12]#[N:13].CC(C)([O-])C.[K+]. Product: [CH3:10][N:6]1[CH:7]=[CH:8][CH:9]=[C:5]1[C:3](=[O:4])[CH2:11][C:12]#[N:13]. The catalyst class is: 11. (4) Reactant: [S:1]1[CH:5]=[C:4](B(O)O)[C:3]2[CH:9]=[CH:10][CH:11]=[CH:12][C:2]1=2.[NH2:13][C:14]1[CH:19]=[CH:18][CH:17]=[CH:16][CH:15]=1.O.O=[CH:22][C:23]([OH:25])=[O:24]. Product: [S:1]1[CH:5]=[C:4]([CH:22]([NH:13][C:14]2[CH:19]=[CH:18][CH:17]=[CH:16][CH:15]=2)[C:23]([OH:25])=[O:24])[C:3]2[CH:9]=[CH:10][CH:11]=[CH:12][C:2]1=2. The catalyst class is: 10. (5) Reactant: [F:1][CH:2]([F:41])[C:3]1[C:7]([C:8]2[CH:13]=[CH:12][C:11]([NH:14][C:15]3[C:19]4[CH2:20][N:21]([C:24](=[O:26])[CH3:25])[CH2:22][CH2:23][C:18]=4[N:17]([CH:27]4[CH2:31][CH2:30][O:29][CH2:28]4)[N:16]=3)=[C:10]([F:32])[CH:9]=2)=[CH:6][N:5](COCC[Si](C)(C)C)[N:4]=1.Cl.O1CCOCC1. Product: [F:41][CH:2]([F:1])[C:3]1[C:7]([C:8]2[CH:13]=[CH:12][C:11]([NH:14][C:15]3[C:19]4[CH2:20][N:21]([C:24](=[O:26])[CH3:25])[CH2:22][CH2:23][C:18]=4[N:17]([CH:27]4[CH2:31][CH2:30][O:29][CH2:28]4)[N:16]=3)=[C:10]([F:32])[CH:9]=2)=[CH:6][NH:5][N:4]=1. The catalyst class is: 12. (6) Reactant: [CH2:1]([NH:8][C:9](=[O:24])[N:10]([C:12]1[CH:17]=[CH:16][C:15]([S:18][C:19]([F:22])([F:21])[F:20])=[CH:14][C:13]=1[F:23])[CH3:11])[C:2]1[CH:7]=[CH:6][CH:5]=[CH:4][CH:3]=1.C(N(C(C)C)CC)(C)C.[F:34][C:35]1[CH:43]=[CH:42][CH:41]=[C:40]([F:44])[C:36]=1[C:37](Cl)=[O:38].C(OC)(C)(C)C. Product: [CH2:1]([N:8]([C:37](=[O:38])[C:36]1[C:35]([F:34])=[CH:43][CH:42]=[CH:41][C:40]=1[F:44])[C:9]([N:10]([C:12]1[CH:17]=[CH:16][C:15]([S:18][C:19]([F:22])([F:21])[F:20])=[CH:14][C:13]=1[F:23])[CH3:11])=[O:24])[C:2]1[CH:3]=[CH:4][CH:5]=[CH:6][CH:7]=1. The catalyst class is: 11. (7) Reactant: [C:1]([C:3]1[N:8]=[CH:7][C:6]([CH:9]([CH3:15])[C:10]([O:12]CC)=[O:11])=[CH:5][CH:4]=1)#[N:2].O.[OH-].[Li+].Cl. Product: [C:1]([C:3]1[N:8]=[CH:7][C:6]([CH:9]([CH3:15])[C:10]([OH:12])=[O:11])=[CH:5][CH:4]=1)#[N:2]. The catalyst class is: 30.